The task is: Regression/Classification. Given a drug SMILES string, predict its absorption, distribution, metabolism, or excretion properties. Task type varies by dataset: regression for continuous measurements (e.g., permeability, clearance, half-life) or binary classification for categorical outcomes (e.g., BBB penetration, CYP inhibition). For this dataset (solubility_aqsoldb), we predict Y.. This data is from Aqueous solubility values for 9,982 compounds from the AqSolDB database. (1) The molecule is C=CCCC. The Y is -2.68 log mol/L. (2) The Y is -4.28 log mol/L. The drug is C=CC(=O)OCC(CC)CCCC. (3) The molecule is O=C(O)c1c(Br)c(O)c(O)c(O)c1Br. The Y is -0.419 log mol/L. (4) The drug is CN(C(=O)N(C)c1ccccc1)c1ccccc1. The Y is -3.50 log mol/L. (5) The drug is Cc1c(Cl)cc(Cl)c(O)c1Cl. The Y is -3.28 log mol/L. (6) The molecule is Cc1ccc(N=Nc2cc(C)ccc2N)cc1. The Y is -3.90 log mol/L. (7) The molecule is Clc1cc(Cl)c(-c2c(Cl)cc(Cl)cc2Cl)c(Cl)c1. The Y is -8.71 log mol/L.